From a dataset of Serine/threonine kinase 33 screen with 319,792 compounds. Binary Classification. Given a drug SMILES string, predict its activity (active/inactive) in a high-throughput screening assay against a specified biological target. (1) The molecule is S(c1c2CCCCc2nc2c1ccc(C(=O)N1CCN(CC1)C(OCC)=O)c2)CC(O)=O. The result is 0 (inactive). (2) The molecule is O=C(N1CCN(CC1)C(OCC)=O)C1CCN(CC1)Cc1nc(oc1C)c1c(cccc1)C. The result is 0 (inactive).